Predict which catalyst facilitates the given reaction. From a dataset of Catalyst prediction with 721,799 reactions and 888 catalyst types from USPTO. (1) Reactant: C(OC(=O)[NH:7][C@H:8]1[CH2:13][CH2:12][C@@H:11]([O:14][C:15]2[CH:16]=[C:17]3[C:22](=[CH:23][CH:24]=2)[C:21](=[O:25])[NH:20][CH:19]=[CH:18]3)[CH2:10][CH2:9]1)(C)(C)C. Product: [NH2:7][C@@H:8]1[CH2:9][CH2:10][C@H:11]([O:14][C:15]2[CH:16]=[C:17]3[C:22](=[CH:23][CH:24]=2)[C:21](=[O:25])[NH:20][CH:19]=[CH:18]3)[CH2:12][CH2:13]1. The catalyst class is: 281. (2) Reactant: [Cl:1][C:2]1[CH:10]=[CH:9][C:8]([N:11]2[C:15](=[O:16])[NH:14][N:13]=[CH:12]2)=[CH:7][C:3]=1[C:4]([OH:6])=O.ON1C2C=CC=CC=2N=N1.Cl.C(N=C=NCCCN(C)C)C.[Cl:39][C:40]1[CH:48]=[CH:47][CH:46]=[CH:45][C:41]=1[CH2:42][CH2:43][NH2:44].C(N(CC)CC)C. Product: [Cl:1][C:2]1[CH:10]=[CH:9][C:8]([N:11]2[C:15](=[O:16])[NH:14][N:13]=[CH:12]2)=[CH:7][C:3]=1[C:4]([NH:44][CH2:43][CH2:42][C:41]1[CH:45]=[CH:46][CH:47]=[CH:48][C:40]=1[Cl:39])=[O:6]. The catalyst class is: 508. (3) The catalyst class is: 123. Reactant: [CH2:1]([O:3][C:4](=[O:24])[CH2:5][O:6][C:7]1[CH:12]=[CH:11][C:10]([O:13]CC2C=CC=CC=2)=[CH:9][C:8]=1[CH2:21][CH2:22][CH3:23])[CH3:2].[H][H]. Product: [CH2:1]([O:3][C:4](=[O:24])[CH2:5][O:6][C:7]1[CH:12]=[CH:11][C:10]([OH:13])=[CH:9][C:8]=1[CH2:21][CH2:22][CH3:23])[CH3:2]. (4) Reactant: [C:1]([O:5][C:6]([N:8]([CH2:26][C:27]([O:29][C:30]([CH3:33])([CH3:32])[CH3:31])=[O:28])[C:9]1[CH:14]=[CH:13][CH:12]=[C:11]([CH2:15][NH:16][S:17]([C:20]2[CH:25]=[CH:24][CH:23]=[CH:22][N:21]=2)(=[O:19])=[O:18])[N:10]=1)=[O:7])([CH3:4])([CH3:3])[CH3:2].[CH2:34]([C:39]1[CH:46]=[CH:45][C:42]([CH2:43]O)=[CH:41][CH:40]=1)[CH2:35][CH2:36][CH2:37][CH3:38].C(P(CCCC)CCCC)CCC.CN(C)C(N=NC(N(C)C)=O)=O. Product: [C:1]([O:5][C:6]([N:8]([CH2:26][C:27]([O:29][C:30]([CH3:33])([CH3:32])[CH3:31])=[O:28])[C:9]1[CH:14]=[CH:13][CH:12]=[C:11]([CH:15]([CH2:43][C:42]2[CH:45]=[CH:46][C:39]([CH2:34][CH2:35][CH2:36][CH2:37][CH3:38])=[CH:40][CH:41]=2)[NH:16][S:17]([C:20]2[CH:25]=[CH:24][CH:23]=[CH:22][N:21]=2)(=[O:19])=[O:18])[N:10]=1)=[O:7])([CH3:4])([CH3:3])[CH3:2]. The catalyst class is: 132. (5) The catalyst class is: 4. Product: [ClH:46].[C:27]([N:23]1[C:24]2[C:19](=[CH:18][C:17]([C:15]3[CH:14]=[N:13][N:12]([CH2:11][CH2:10][NH:6][CH3:5])[CH:16]=3)=[CH:26][CH:25]=2)[C@H:20]([NH:31][C:32]2[C:37]([CH3:38])=[CH:36][CH:35]=[CH:34][N:33]=2)[CH2:21][C@@H:22]1[CH3:30])(=[O:29])[CH3:28]. Reactant: CC([CH2:5][N:6]([CH2:10][CH2:11][N:12]1[CH:16]=[C:15]([C:17]2[CH:18]=[C:19]3[C:24](=[CH:25][CH:26]=2)[N:23]([C:27](=[O:29])[CH3:28])[C@@H:22]([CH3:30])[CH2:21][C@H:20]3[NH:31][C:32]2[C:37]([CH3:38])=[CH:36][CH:35]=[CH:34][N:33]=2)[CH:14]=[N:13]1)C(=O)[O-])(C)C.FC(F)(F)C(O)=O.[ClH:46].CCOCC. (6) Reactant: [Cl:1][C:2]1[C:14]([S:15]([CH2:18][C:19]2[CH:24]=[CH:23][CH:22]=[CH:21][CH:20]=2)(=[O:17])=[O:16])=[CH:13][C:5]([C:6]([N:8]([CH2:11][CH3:12])[CH2:9][CH3:10])=[O:7])=[C:4](F)[CH:3]=1.[CH2:26]([NH:28][CH2:29][CH2:30][N:31]([CH3:33])[CH3:32])[CH3:27]. Product: [Cl:1][C:2]1[C:14]([S:15]([CH2:18][C:19]2[CH:24]=[CH:23][CH:22]=[CH:21][CH:20]=2)(=[O:17])=[O:16])=[CH:13][C:5]([C:6]([N:8]([CH2:11][CH3:12])[CH2:9][CH3:10])=[O:7])=[C:4]([N:28]([CH2:29][CH2:30][N:31]([CH3:33])[CH3:32])[CH2:26][CH3:27])[CH:3]=1. The catalyst class is: 8.